From a dataset of Reaction yield outcomes from USPTO patents with 853,638 reactions. Predict the reaction yield, written as a fraction of the theoretical maximum amount of product (1.0 means a 100% yield; for example, 0.34 means a 34% yield). The reactants are [Cl:1][CH2:2][C:3](=O)[CH2:4][C:5]([O:7][CH2:8][CH3:9])=[O:6].[C:11]1([CH:18]=CC=[C:14](O)[CH:13]=1)[OH:12]. The catalyst is S(=O)(=O)(O)O. The product is [Cl:1][CH2:2][C:3]1[C:9]2[C:8](=[CH:18][C:11]([OH:12])=[CH:13][CH:14]=2)[O:7][C:5](=[O:6])[CH:4]=1. The yield is 0.840.